Dataset: Forward reaction prediction with 1.9M reactions from USPTO patents (1976-2016). Task: Predict the product of the given reaction. (1) Given the reactants [Cl:1][C:2]1[CH:3]=[CH:4][C:5]([O:11][CH3:12])=[C:6]([CH:10]=1)[C:7]([OH:9])=O.[C:13]([C:17]1[S:21][C:20](=[NH:22])[N:19]([CH2:23][CH:24]2[CH2:27][N:26]([C:28]([O:30][C:31]([CH3:34])([CH3:33])[CH3:32])=[O:29])[CH2:25]2)[CH:18]=1)([CH3:16])([CH3:15])[CH3:14].N, predict the reaction product. The product is: [C:13]([C:17]1[S:21]/[C:20](=[N:22]\[C:7](=[O:9])[C:6]2[CH:10]=[C:2]([Cl:1])[CH:3]=[CH:4][C:5]=2[O:11][CH3:12])/[N:19]([CH2:23][CH:24]2[CH2:27][N:26]([C:28]([O:30][C:31]([CH3:34])([CH3:33])[CH3:32])=[O:29])[CH2:25]2)[CH:18]=1)([CH3:16])([CH3:14])[CH3:15]. (2) Given the reactants [OH-].[Na+].[CH3:3][C:4]1[O:8][C:7]([C:9]2[CH:14]=[CH:13][CH:12]=[CH:11][CH:10]=2)=[N:6][C:5]=1[CH2:15][O:16][C:17]1[CH:39]=[CH:38][C:20]([CH2:21][O:22][N:23]=[C:24]([C:32]2[CH:33]=[N:34][CH:35]=[CH:36][CH:37]=2)[CH2:25][CH2:26][C:27]([O:29]CC)=[O:28])=[CH:19][CH:18]=1.CO.Cl, predict the reaction product. The product is: [CH3:3][C:4]1[O:8][C:7]([C:9]2[CH:14]=[CH:13][CH:12]=[CH:11][CH:10]=2)=[N:6][C:5]=1[CH2:15][O:16][C:17]1[CH:39]=[CH:38][C:20]([CH2:21][O:22]/[N:23]=[C:24](/[C:32]2[CH:33]=[N:34][CH:35]=[CH:36][CH:37]=2)\[CH2:25][CH2:26][C:27]([OH:29])=[O:28])=[CH:19][CH:18]=1.